From a dataset of NCI-60 drug combinations with 297,098 pairs across 59 cell lines. Regression. Given two drug SMILES strings and cell line genomic features, predict the synergy score measuring deviation from expected non-interaction effect. Drug 1: C(CC(=O)O)C(=O)CN.Cl. Drug 2: CN(C(=O)NC(C=O)C(C(C(CO)O)O)O)N=O. Cell line: KM12. Synergy scores: CSS=5.64, Synergy_ZIP=-3.04, Synergy_Bliss=-1.26, Synergy_Loewe=-3.13, Synergy_HSA=-1.45.